From a dataset of Full USPTO retrosynthesis dataset with 1.9M reactions from patents (1976-2016). Predict the reactants needed to synthesize the given product. (1) Given the product [CH3:37][C@@H:36]1[CH2:35][CH2:34][CH2:33][N:32]([C:38]([C:40]2[CH:45]=[C:44]([CH3:46])[CH:43]=[CH:42][C:41]=2[N:47]2[N:48]=[CH:49][CH:50]=[N:51]2)=[O:39])[C@@H:31]1[CH2:30][NH:29][C:25]1[N:24]=[CH:23][C:22]2[C:27](=[CH:28][C:19]([CH3:1])=[CH:20][CH:21]=2)[N:26]=1, predict the reactants needed to synthesize it. The reactants are: [CH3:1]C1C=CC(C2C=NN(C)C=2)=C(C=1)C(OC)=O.Br[C:19]1[CH:28]=[C:27]2[C:22]([CH:23]=[N:24][C:25]([NH:29][CH2:30][C@@H:31]3[C@H:36]([CH3:37])[CH2:35][CH2:34][CH2:33][N:32]3[C:38]([C:40]3[CH:45]=[C:44]([CH3:46])[CH:43]=[CH:42][C:41]=3[N:47]3[N:51]=[CH:50][CH:49]=[N:48]3)=[O:39])=[N:26]2)=[CH:21][CH:20]=1.CB1OB(C)OB(C)O1. (2) Given the product [C:10]([O:9][C:7](=[O:8])[NH:4][CH2:3][CH2:1][OH:2])([CH3:13])([CH3:12])[CH3:11], predict the reactants needed to synthesize it. The reactants are: [CH2:1]([CH2:3][NH2:4])[OH:2].[OH-].[Na+].[C:7](O[C:7]([O:9][C:10]([CH3:13])([CH3:12])[CH3:11])=[O:8])([O:9][C:10]([CH3:13])([CH3:12])[CH3:11])=[O:8].S([O-])(O)(=O)=O.[K+]. (3) Given the product [CH3:1][NH:2][C:3]1[N:11]=[CH:10][N:9]=[C:8]2[C:4]=1[N:5]=[CH:6][N:7]2[C:15]1[CH:20]=[CH:19][C:18]([N+:21]([O-:23])=[O:22])=[CH:17][CH:16]=1, predict the reactants needed to synthesize it. The reactants are: [CH3:1][NH:2][C:3]1[N:11]=[CH:10][N:9]=[C:8]2[C:4]=1[N:5]=[CH:6][NH:7]2.[H-].[Na+].F[C:15]1[CH:20]=[CH:19][C:18]([N+:21]([O-:23])=[O:22])=[CH:17][CH:16]=1. (4) Given the product [C:1]([O:5][C:6]([N:8]([C@@H:19]1[CH2:28][C:27]2[CH:26]=[C:25]([O:29][C:30]3[CH:31]=[CH:32][C:33]([OH:40])=[C:34]([CH:39]=3)[C:35]([O:37][CH3:38])=[O:36])[CH:24]=[CH:23][C:22]=2[CH2:21][CH2:20]1)[CH2:9][C@@H:10]([C:12]1[CH:17]=[CH:16][CH:15]=[C:14]([Cl:18])[CH:13]=1)[OH:11])=[O:7])([CH3:4])([CH3:2])[CH3:3], predict the reactants needed to synthesize it. The reactants are: [C:1]([O:5][C:6]([N:8]([C@@H:19]1[CH2:28][C:27]2[CH:26]=[C:25]([O:29][C:30]3[CH:31]=[CH:32][C:33]([O:40][Si](C(C)(C)C)(C)C)=[C:34]([CH:39]=3)[C:35]([O:37][CH3:38])=[O:36])[CH:24]=[CH:23][C:22]=2[CH2:21][CH2:20]1)[CH2:9][C@@H:10]([C:12]1[CH:17]=[CH:16][CH:15]=[C:14]([Cl:18])[CH:13]=1)[OH:11])=[O:7])([CH3:4])([CH3:3])[CH3:2].[F-].C([N+](CCCC)(CCCC)CCCC)CCC. (5) Given the product [Cl:17][C:16]1[C:2]([Cl:1])=[CH:3][C:4]2[NH:8][C:7]([C:9]([OH:14])([C:19]([CH3:20])=[C:21]([CH3:23])[CH3:22])[C:10]([F:13])([F:11])[F:12])=[N:6][C:5]=2[CH:15]=1, predict the reactants needed to synthesize it. The reactants are: [Cl:1][C:2]1[C:16]([Cl:17])=[CH:15][C:5]2[NH:6][C:7]([C:9](=[O:14])[C:10]([F:13])([F:12])[F:11])=[N:8][C:4]=2[CH:3]=1.Br[C:19](=[C:21]([CH3:23])[CH3:22])[CH3:20].II.[Mg].